Dataset: Full USPTO retrosynthesis dataset with 1.9M reactions from patents (1976-2016). Task: Predict the reactants needed to synthesize the given product. (1) Given the product [CH2:1]([O:3][C:4]([C:6]1[CH:10]=[C:9]([CH2:11][CH3:12])[S:8][CH:7]=1)=[O:5])[CH3:2], predict the reactants needed to synthesize it. The reactants are: [CH2:1]([O:3][C:4]([C:6]1[CH:10]=[C:9]([CH2:11][CH3:12])[S:8][C:7]=1N)=[O:5])[CH3:2].N(OC(C)(C)C)=O.[Cl-].[NH4+]. (2) Given the product [NH2:1][C:2]1[C:3]([C:18]([OH:20])=[O:19])=[N:4][C:5]([C:8]2[C:13]([C:14]([F:17])([F:16])[F:15])=[CH:12][CH:11]=[CH:10][N:9]=2)=[CH:6][N:7]=1, predict the reactants needed to synthesize it. The reactants are: [NH2:1][C:2]1[C:3]([C:18]([O:20]C)=[O:19])=[N:4][C:5]([C:8]2[C:13]([C:14]([F:17])([F:16])[F:15])=[CH:12][CH:11]=[CH:10][N:9]=2)=[CH:6][N:7]=1. (3) Given the product [Cl:1][C:2]1[C:14]([F:15])=[C:13]2[C:5]([C:6]3[C:7](=[O:24])[C:8]4[CH:21]=[CH:20][C:19]([OH:22])=[CH:18][C:9]=4[C:10]([CH3:17])([CH3:16])[C:11]=3[NH:12]2)=[CH:4][CH:3]=1, predict the reactants needed to synthesize it. The reactants are: [Cl:1][C:2]1[C:14]([F:15])=[C:13]2[C:5]([C:6]3[C:7](=[O:24])[C:8]4[CH:21]=[CH:20][C:19]([O:22]C)=[CH:18][C:9]=4[C:10]([CH3:17])([CH3:16])[C:11]=3[NH:12]2)=[CH:4][CH:3]=1.[Cl-].[NH+]1C=CC=CC=1. (4) Given the product [F:33][C:32]([F:34])([F:35])[C:31]([C:28]1[CH:29]=[CH:30][C:25]([CH2:24][N:12]2[CH2:11][CH2:10][C:9](=[CH:8][C:7]3[CH:6]=[CH:5][C:4]([N+:1]([O-:3])=[O:2])=[CH:16][CH:15]=3)[CH2:14][CH2:13]2)=[CH:26][CH:27]=1)([OH:40])[C:36]([F:37])([F:39])[F:38], predict the reactants needed to synthesize it. The reactants are: [N+:1]([C:4]1[CH:16]=[CH:15][C:7]([CH:8]=[C:9]2[CH2:14][CH2:13][NH:12][CH2:11][CH2:10]2)=[CH:6][CH:5]=1)([O-:3])=[O:2].C(=O)([O-])[O-].[K+].[K+].Br[CH2:24][C:25]1[CH:30]=[CH:29][C:28]([C:31]([OH:40])([C:36]([F:39])([F:38])[F:37])[C:32]([F:35])([F:34])[F:33])=[CH:27][CH:26]=1.